Dataset: Catalyst prediction with 721,799 reactions and 888 catalyst types from USPTO. Task: Predict which catalyst facilitates the given reaction. Reactant: [C:9](O[C:9]([O:11][C:12]([CH3:15])([CH3:14])[CH3:13])=[O:10])([O:11][C:12]([CH3:15])([CH3:14])[CH3:13])=[O:10].[F:16][C:17]1[CH:22]=[CH:21][C:20]([N+:23]([O-:25])=[O:24])=[CH:19][C:18]=1[C@:26]12[CH2:34][CH2:33][CH2:32][C@H:31]1[CH2:30][S:29][C:28]([NH2:35])=[N:27]2.[OH2:36]. The catalyst class is: 4. Product: [F:16][C:17]1[CH:22]=[CH:21][C:20]([N+:23]([O-:25])=[O:24])=[CH:19][C:18]=1[C@:26]12[CH2:34][CH2:33][CH2:32][C@H:31]1[CH2:30][S:29][C:28]([N:35]([C:9]([O:11][C:12]([CH3:13])([CH3:14])[CH3:15])=[O:10])[C:9]([O:11][C:12]([CH3:15])([CH3:14])[CH3:13])=[O:36])=[N:27]2.